Dataset: Catalyst prediction with 721,799 reactions and 888 catalyst types from USPTO. Task: Predict which catalyst facilitates the given reaction. (1) Reactant: [NH2:1][CH2:2][C@H:3]([C:5]1[C:10]2[O:11][CH2:12][C:13](=[O:15])[NH:14][C:9]=2[CH:8]=[CH:7][CH:6]=1)[OH:4].C(N(C(C)C)CC)(C)C.[CH3:25][Si:26](Cl)([CH3:28])[CH3:27]. Product: [NH2:1][CH2:2][C@H:3]([C:5]1[C:10]2[O:11][CH2:12][C:13](=[O:15])[NH:14][C:9]=2[CH:8]=[CH:7][CH:6]=1)[O:4][Si:26]([CH3:28])([CH3:27])[CH3:25]. The catalyst class is: 3. (2) Reactant: [NH2:1][C:2]1[CH:23]=[CH:22][C:5]([CH2:6][N:7]2[C:15]3[C:10](=[CH:11][CH:12]=[CH:13][CH:14]=3)[C:9]([CH2:16][C:17]([O:19][CH2:20][CH3:21])=[O:18])=[N:8]2)=[CH:4][CH:3]=1.C(N(CC)CC)C.[C:31]([C:33]1[CH:41]=[CH:40][C:36]([C:37](Cl)=[O:38])=[CH:35][CH:34]=1)#[N:32].C(=O)(O)[O-].[Na+]. Product: [C:31]([C:33]1[CH:41]=[CH:40][C:36]([C:37]([NH:1][C:2]2[CH:3]=[CH:4][C:5]([CH2:6][N:7]3[C:15]4[C:10](=[CH:11][CH:12]=[CH:13][CH:14]=4)[C:9]([CH2:16][C:17]([O:19][CH2:20][CH3:21])=[O:18])=[N:8]3)=[CH:22][CH:23]=2)=[O:38])=[CH:35][CH:34]=1)#[N:32]. The catalyst class is: 4. (3) Reactant: C(N(CC)CC)C.[Cl:8][CH:9]([Cl:13])[C:10](Cl)=[O:11].[CH2:14]([O:21][C:22]1[C:23]([CH3:31])=[C:24]([CH3:30])[C:25]([NH2:29])=[N:26][C:27]=1[CH3:28])[C:15]1[CH:20]=[CH:19][CH:18]=[CH:17][CH:16]=1. Product: [CH2:14]([O:21][C:22]1[C:23]([CH3:31])=[C:24]([CH3:30])[C:25]([NH:29][C:10](=[O:11])[CH:9]([Cl:13])[Cl:8])=[N:26][C:27]=1[CH3:28])[C:15]1[CH:16]=[CH:17][CH:18]=[CH:19][CH:20]=1. The catalyst class is: 2. (4) Reactant: [S:1]1[CH:5]=[C:4]([CH2:6][CH2:7][CH:8]([OH:11])CO)[N:3]=[CH:2]1.CCOC(C)=O. Product: [S:1]1[CH:5]=[C:4]([CH2:6][CH2:7][CH:8]=[O:11])[N:3]=[CH:2]1. The catalyst class is: 20. (5) Reactant: [NH:1]1[CH2:6][CH2:5][O:4][CH2:3][CH2:2]1.Cl[CH2:8][C:9]1[O:10][C:11]2[CH:17]=[CH:16][C:15]([C:18]3[C:26]4[C:21](=[CH:22][C:23]([F:27])=[CH:24][CH:25]=4)[N:20]([S:28]([C:31]4[CH:36]=[CH:35][CH:34]=[CH:33][CH:32]=4)(=[O:30])=[O:29])[CH:19]=3)=[CH:14][C:12]=2[N:13]=1. Product: [F:27][C:23]1[CH:22]=[C:21]2[C:26]([C:18]([C:15]3[CH:16]=[CH:17][C:11]4[O:10][C:9]([CH2:8][N:1]5[CH2:6][CH2:5][O:4][CH2:3][CH2:2]5)=[N:13][C:12]=4[CH:14]=3)=[CH:19][N:20]2[S:28]([C:31]2[CH:32]=[CH:33][CH:34]=[CH:35][CH:36]=2)(=[O:30])=[O:29])=[CH:25][CH:24]=1. The catalyst class is: 31. (6) Reactant: [F:1][C:2]([F:33])([F:32])[C:3]1([CH2:7][N:8]2[CH2:13][CH2:12][CH:11]([CH2:14][O:15][C:16]3[N:21]=[CH:20][C:19]([C:22]4[CH:31]=[CH:30][C:25]([C:26]([O:28]C)=[O:27])=[CH:24][CH:23]=4)=[CH:18][N:17]=3)[CH2:10][CH2:9]2)[CH2:6][CH2:5][CH2:4]1.O[Li].O. Product: [F:33][C:2]([F:1])([F:32])[C:3]1([CH2:7][N:8]2[CH2:13][CH2:12][CH:11]([CH2:14][O:15][C:16]3[N:17]=[CH:18][C:19]([C:22]4[CH:31]=[CH:30][C:25]([C:26]([OH:28])=[O:27])=[CH:24][CH:23]=4)=[CH:20][N:21]=3)[CH2:10][CH2:9]2)[CH2:6][CH2:5][CH2:4]1. The catalyst class is: 1.